This data is from Peptide-MHC class I binding affinity with 185,985 pairs from IEDB/IMGT. The task is: Regression. Given a peptide amino acid sequence and an MHC pseudo amino acid sequence, predict their binding affinity value. This is MHC class I binding data. (1) The peptide sequence is WLRAHPVAI. The MHC is HLA-A29:02 with pseudo-sequence HLA-A29:02. The binding affinity (normalized) is 0.213. (2) The peptide sequence is ATSTGNYNY. The MHC is HLA-A26:01 with pseudo-sequence HLA-A26:01. The binding affinity (normalized) is 0.0884. (3) The peptide sequence is KMFESTYRG. The MHC is HLA-A32:01 with pseudo-sequence HLA-A32:01. The binding affinity (normalized) is 0.371. (4) The peptide sequence is YTVKYPNH. The MHC is H-2-Kb with pseudo-sequence H-2-Kb. The binding affinity (normalized) is 0.00122. (5) The peptide sequence is LDPNAKTWMD. The MHC is Mamu-A01 with pseudo-sequence Mamu-A01. The binding affinity (normalized) is 0.281. (6) The peptide sequence is GEDIQLLKA. The MHC is HLA-B44:02 with pseudo-sequence HLA-B44:02. The binding affinity (normalized) is 0.120.